From a dataset of Forward reaction prediction with 1.9M reactions from USPTO patents (1976-2016). Predict the product of the given reaction. (1) Given the reactants [NH:1]1[CH2:6][CH2:5][C:4]2([O:11][C:10]3[C:12]4[C:17]([C:18](=[O:21])[C:19](=[O:20])[C:9]=3[S:8][CH2:7]2)=[CH:16][CH:15]=[CH:14][CH:13]=4)[CH2:3][CH2:2]1.[Br:22][C:23]1[CH:24]=[C:25]2[C:30](=[CH:31][CH:32]=1)[CH:29]=[C:28]([O:33][CH2:34][C@@H:35]1[CH2:37][O:36]1)[CH:27]=[CH:26]2, predict the reaction product. The product is: [Br:22][C:23]1[CH:24]=[C:25]2[C:30](=[CH:31][CH:32]=1)[CH:29]=[C:28]([O:33][CH2:34][C@@H:35]([OH:36])[CH2:37][N:1]1[CH2:2][CH2:3][C:4]3([O:11][C:10]4[C:12]5[C:17]([C:18](=[O:21])[C:19](=[O:20])[C:9]=4[S:8][CH2:7]3)=[CH:16][CH:15]=[CH:14][CH:13]=5)[CH2:5][CH2:6]1)[CH:27]=[CH:26]2. (2) The product is: [CH3:7][O:6][C:4](=[O:5])[C:3]1[CH:8]=[C:9]([CH:17]=[CH2:18])[C:10]([C:12]([F:15])([F:14])[F:13])=[CH:11][C:2]=1[NH2:1]. Given the reactants [NH2:1][C:2]1[CH:11]=[C:10]([C:12]([F:15])([F:14])[F:13])[C:9](I)=[CH:8][C:3]=1[C:4]([O:6][CH3:7])=[O:5].[CH2:17]([Sn](CCCC)(CCCC)C=C)[CH2:18]CC, predict the reaction product. (3) Given the reactants F[C:2]1[CH:9]=[CH:8][CH:7]=[CH:6][C:3]=1[C:4]#[N:5].[NH:10]1[CH2:14][CH2:13][CH2:12][CH2:11]1, predict the reaction product. The product is: [N:10]1([C:2]2[CH:9]=[CH:8][CH:7]=[CH:6][C:3]=2[C:4]#[N:5])[CH2:14][CH2:13][CH2:12][CH2:11]1. (4) Given the reactants [CH3:1][O:2][C:3]1[CH:8]=[CH:7][C:6]([NH2:9])=[CH:5][CH:4]=1.[CH2:10]([O:12][C:13]([C:15]1[CH:16]=[N:17][C:18]2[C:23]([C:24]=1Cl)=[CH:22][C:21]([Br:26])=[CH:20][CH:19]=2)=[O:14])[CH3:11], predict the reaction product. The product is: [Br:26][C:21]1[CH:22]=[C:23]2[C:18](=[CH:19][CH:20]=1)[N:17]=[CH:16][C:15]([C:13]([O:12][CH2:10][CH3:11])=[O:14])=[C:24]2[NH:9][C:6]1[CH:7]=[CH:8][C:3]([O:2][CH3:1])=[CH:4][CH:5]=1. (5) Given the reactants [NH2:1][C:2]1[C:7]([OH:8])=[CH:6][C:5]([Cl:9])=[CH:4][N:3]=1.Br[CH2:11][C:12]1[CH:13]=[C:14]([CH:19]=[CH:20][CH:21]=1)[C:15]([O:17][CH3:18])=[O:16], predict the reaction product. The product is: [NH2:1][C:2]1[C:7]([O:8][CH2:11][C:12]2[CH:13]=[C:14]([CH:19]=[CH:20][CH:21]=2)[C:15]([O:17][CH3:18])=[O:16])=[CH:6][C:5]([Cl:9])=[CH:4][N:3]=1. (6) Given the reactants [Si]([O:8][C@H:9]1[CH2:32][CH2:31][C@@:30]2([CH3:33])[C@@H:11]([CH2:12][CH2:13][C:14]3[C:15]4[C@:26]([CH3:34])([CH2:27][CH2:28][C:29]=32)[C@@H:18]([C@H:19]([CH3:25])[CH2:20][CH2:21][C:22]([OH:24])=O)[CH2:17][CH:16]=4)[C:10]1([CH3:36])[CH3:35])(C(C)(C)C)(C)C.[C:37]([NH2:41])([CH3:40])([CH3:39])[CH3:38].Cl.C(O)C, predict the reaction product. The product is: [C:37]([NH:41][C:22](=[O:24])[CH2:21][CH2:20][C@H:19]([C@@H:18]1[C@:26]2([CH3:34])[C:15]([C:14]3[CH2:13][CH2:12][C@@H:11]4[C@:30]([C:29]=3[CH2:28][CH2:27]2)([CH3:33])[CH2:31][CH2:32][C@H:9]([OH:8])[C:10]4([CH3:35])[CH3:36])=[CH:16][CH2:17]1)[CH3:25])([CH3:40])([CH3:39])[CH3:38]. (7) Given the reactants [NH2:1][C:2]1[N:7]=[CH:6][N:5]=[C:4]([NH:8][C@H:9]([C:11]2[N:16]([C:17]3[CH:22]=[CH:21][CH:20]=[CH:19][CH:18]=3)[C:15](=[O:23])[C:14]3=[C:24]([CH3:27])[CH:25]=[CH:26][N:13]3[N:12]=2)[CH3:10])[C:3]=1[C:28]1[CH:29]=[N:30][CH:31]=[C:32]([OH:34])[CH:33]=1.[F:35][C:36]([F:40])([F:39])[CH2:37]I.C(=O)([O-])[O-].[K+].[K+], predict the reaction product. The product is: [NH2:1][C:2]1[N:7]=[CH:6][N:5]=[C:4]([NH:8][C@H:9]([C:11]2[N:16]([C:17]3[CH:18]=[CH:19][CH:20]=[CH:21][CH:22]=3)[C:15](=[O:23])[C:14]3=[C:24]([CH3:27])[CH:25]=[CH:26][N:13]3[N:12]=2)[CH3:10])[C:3]=1[C:28]1[CH:29]=[N:30][CH:31]=[C:32]([O:34][CH2:37][C:36]([F:40])([F:39])[F:35])[CH:33]=1. (8) The product is: [Cl:19][C:20]1[CH:27]=[CH:26][C:23]([CH2:24][N:9]2[C:10]([CH2:12][CH2:13][C:14]([O:16][CH2:17][CH3:18])=[O:15])=[CH:11][C:7]([O:6][CH:3]([CH3:5])[CH3:4])=[N:8]2)=[C:22]([O:28][CH3:29])[CH:21]=1. Given the reactants [H-].[Na+].[CH:3]([O:6][C:7]1[CH:11]=[C:10]([CH2:12][CH2:13][C:14]([O:16][CH2:17][CH3:18])=[O:15])[NH:9][N:8]=1)([CH3:5])[CH3:4].[Cl:19][C:20]1[CH:27]=[CH:26][C:23]([CH2:24]Cl)=[C:22]([O:28][CH3:29])[CH:21]=1.O, predict the reaction product. (9) Given the reactants C(OC(=O)[C:5]([C:17]([O:19][CH2:20][CH3:21])=[O:18])=[CH:6][NH:7][C:8]1[S:9][CH:10]=[C:11]([CH3:16])[C:12]=1[C:13]([OH:15])=O)C, predict the reaction product. The product is: [OH:15][C:13]1[C:5]([C:17]([O:19][CH2:20][CH3:21])=[O:18])=[CH:6][N:7]=[C:8]2[S:9][CH:10]=[C:11]([CH3:16])[C:12]=12. (10) Given the reactants [CH:1]1([C:6]2[C:10]3[N:11]=[C:12]([CH2:16][C:17]4[CH:22]=[CH:21][C:20]([O:23][CH3:24])=[CH:19][CH:18]=4)[NH:13][C:14](=[O:15])[C:9]=3[O:8][N:7]=2)[CH2:5][CH2:4][CH2:3][CH2:2]1.[Cl:25][S:26](O)(=[O:28])=[O:27], predict the reaction product. The product is: [CH:1]1([C:6]2[C:10]3[N:11]=[C:12]([CH2:16][C:17]4[CH:18]=[CH:19][C:20]([O:23][CH3:24])=[C:21]([S:26]([Cl:25])(=[O:28])=[O:27])[CH:22]=4)[NH:13][C:14](=[O:15])[C:9]=3[O:8][N:7]=2)[CH2:2][CH2:3][CH2:4][CH2:5]1.